Dataset: Full USPTO retrosynthesis dataset with 1.9M reactions from patents (1976-2016). Task: Predict the reactants needed to synthesize the given product. (1) Given the product [CH:16]([C:15]1[CH:18]=[CH:19][C:12]([C:10]([Cl:33])=[O:11])=[CH:13][CH:14]=1)=[O:17], predict the reactants needed to synthesize it. The reactants are: C1(N2CCN([C:10]([C:12]3[CH:19]=[CH:18][C:15]([CH:16]=[O:17])=[CH:14][CH:13]=3)=[O:11])CC2)CC1.C(C1C=CC(C=O)=CC=1)(O)=O.O=S(Cl)[Cl:33].CN(C=O)C.[OH-].[Na+].Cl. (2) Given the product [F:1][C:2]([F:16])([F:17])[C:3]1[CH:8]=[CH:7][CH:6]=[C:5]([C:9]([F:10])([F:11])[F:12])[C:4]=1[CH2:13][C:14]1[NH:20][CH2:19][CH2:18][N:15]=1, predict the reactants needed to synthesize it. The reactants are: [F:1][C:2]([F:17])([F:16])[C:3]1[CH:8]=[CH:7][CH:6]=[C:5]([C:9]([F:12])([F:11])[F:10])[C:4]=1[CH2:13][C:14]#[N:15].[CH2:18](N)[CH2:19][NH2:20].